From a dataset of Full USPTO retrosynthesis dataset with 1.9M reactions from patents (1976-2016). Predict the reactants needed to synthesize the given product. (1) Given the product [C:1]([O:5][C:6]([N:8]1[CH2:13][CH2:12][O:11][C@@H:10]([C:14](=[O:30])[NH:15][CH2:16][CH2:17][C:18]2[CH:23]=[C:22]([O:24][CH3:25])[C:21]([NH2:26])=[CH:20][C:19]=2[Cl:29])[CH2:9]1)=[O:7])([CH3:4])([CH3:2])[CH3:3], predict the reactants needed to synthesize it. The reactants are: [C:1]([O:5][C:6]([N:8]1[CH2:13][CH2:12][O:11][C@@H:10]([C:14](=[O:30])[NH:15][CH2:16][CH2:17][C:18]2[CH:23]=[C:22]([O:24][CH3:25])[C:21]([N+:26]([O-])=O)=[CH:20][C:19]=2[Cl:29])[CH2:9]1)=[O:7])([CH3:4])([CH3:3])[CH3:2].[NH4+].[Cl-]. (2) Given the product [CH3:51][C:14]([CH3:50])([CH3:13])[CH2:15][O:16][C:17]1[CH:18]=[CH:19][C:20]([N:23]2[C:28](=[O:29])[C:27]([CH2:30][C:31]3[CH:36]=[CH:35][C:34]([C:37]4[CH:42]=[CH:41][CH:40]=[CH:39][C:38]=4[C:43]4[NH:3][C:4](=[O:7])[O:5][N:44]=4)=[CH:33][CH:32]=3)=[C:26]([CH2:45][CH2:46][CH3:47])[N:25]=[C:24]2[CH2:48][CH3:49])=[CH:21][CH:22]=1, predict the reactants needed to synthesize it. The reactants are: [Cl-].O[NH3+:3].[C:4](=[O:7])([O-])[OH:5].[Na+].CS(C)=O.[CH3:13][C:14]([CH3:51])([CH3:50])[CH2:15][O:16][C:17]1[CH:22]=[CH:21][C:20]([N:23]2[C:28](=[O:29])[C:27]([CH2:30][C:31]3[CH:36]=[CH:35][C:34]([C:37]4[C:38]([C:43]#[N:44])=[CH:39][CH:40]=[CH:41][CH:42]=4)=[CH:33][CH:32]=3)=[C:26]([CH2:45][CH2:46][CH3:47])[N:25]=[C:24]2[CH2:48][CH3:49])=[CH:19][CH:18]=1. (3) The reactants are: [CH3:1][O:2][CH2:3][C:4]1([C:17]([O:19]CC)=[O:18])[CH2:9][CH2:8][N:7]([C:10]([O:12][C:13]([CH3:16])([CH3:15])[CH3:14])=[O:11])[CH2:6][CH2:5]1.O.[OH-].[Li+].OS([O-])(=O)=O.[Na+]. Given the product [C:13]([O:12][C:10]([N:7]1[CH2:8][CH2:9][C:4]([CH2:3][O:2][CH3:1])([C:17]([OH:19])=[O:18])[CH2:5][CH2:6]1)=[O:11])([CH3:16])([CH3:15])[CH3:14], predict the reactants needed to synthesize it. (4) Given the product [CH3:1][O:2][C:3](=[O:4])[C:5]1[CH:6]=[CH:7][C:8]([CH3:22])=[C:9]([N:11]2[C:16]([CH3:17])=[CH:15][C:14]([CH2:18][OH:19])=[CH:13][C:12]2=[O:21])[CH:10]=1, predict the reactants needed to synthesize it. The reactants are: [CH3:1][O:2][C:3]([C:5]1[CH:6]=[CH:7][C:8]([CH3:22])=[C:9]([N:11]2[C:16]([CH3:17])=[CH:15][C:14]([C:18](O)=[O:19])=[CH:13][C:12]2=[O:21])[CH:10]=1)=[O:4].C(N(CC)CC)C.ClC(OCC)=O.[BH4-].[Na+]. (5) Given the product [F:20][CH:21]([F:29])[O:1][CH2:2][C:3]([O:5][CH2:6][C:7]1[CH:12]=[CH:11][CH:10]=[CH:9][CH:8]=1)=[O:4], predict the reactants needed to synthesize it. The reactants are: [OH:1][CH2:2][C:3]([O:5][CH2:6][C:7]1[CH:12]=[CH:11][CH:10]=[CH:9][CH:8]=1)=[O:4].S([O-])([O-])(=O)=O.[Na+].[Na+].[F:20][C:21]([F:29])(S(F)(=O)=O)C(O)=O.C(=O)([O-])[O-].[Na+].[Na+]. (6) The reactants are: [CH2:1]([Mg]Br)[CH3:2].[C:5]([O:9][C:10]([N:12]1[CH2:17][CH2:16][CH:15]([N:18]([CH2:33][C:34]2[CH:39]=[CH:38][CH:37]=[CH:36][CH:35]=2)[C:19]([CH:21]2[CH2:25][CH2:24][N:23]([CH2:26][C:27]3[CH:32]=[CH:31][CH:30]=[CH:29][CH:28]=3)[CH2:22]2)=O)[CH2:14][CH2:13]1)=[O:11])([CH3:8])([CH3:7])[CH3:6]. Given the product [C:5]([O:9][C:10]([N:12]1[CH2:17][CH2:16][CH:15]([N:18]([CH2:33][C:34]2[CH:39]=[CH:38][CH:37]=[CH:36][CH:35]=2)[C:19]2([CH:21]3[CH2:25][CH2:24][N:23]([CH2:26][C:27]4[CH:32]=[CH:31][CH:30]=[CH:29][CH:28]=4)[CH2:22]3)[CH2:2][CH2:1]2)[CH2:14][CH2:13]1)=[O:11])([CH3:8])([CH3:7])[CH3:6], predict the reactants needed to synthesize it. (7) Given the product [C:1]([O:5][C:6]([C:8]1[C:20]2[C:11](=[C:12]3[C:17](=[CH:18][CH:19]=2)[CH:16]=[N:15][C:14](/[CH:38]=[CH:37]/[C:31]2[CH:36]=[CH:35][CH:34]=[CH:33][CH:32]=2)=[CH:13]3)[NH:10][C:9]=1[CH2:22][NH:23][C:24]([O:26][C:27]([CH3:30])([CH3:29])[CH3:28])=[O:25])=[O:7])([CH3:4])([CH3:3])[CH3:2], predict the reactants needed to synthesize it. The reactants are: [C:1]([O:5][C:6]([C:8]1[C:20]2[C:11](=[C:12]3[C:17](=[CH:18][CH:19]=2)[CH:16]=[N:15][C:14](Cl)=[CH:13]3)[NH:10][C:9]=1[CH2:22][NH:23][C:24]([O:26][C:27]([CH3:30])([CH3:29])[CH3:28])=[O:25])=[O:7])([CH3:4])([CH3:3])[CH3:2].[C:31]1(/[CH:37]=[CH:38]/B(O)O)[CH:36]=[CH:35][CH:34]=[CH:33][CH:32]=1.C([O-])([O-])=O.[K+].[K+]. (8) Given the product [Cl:1][C:2]1[N:10]=[C:9]2[C:5]([N:6]([CH:11]([C@H:13]3[CH2:18][CH2:17][C@H:16]([CH3:19])[CH2:15][CH2:14]3)[CH3:12])[CH:7]=[N:8]2)=[C:4]([NH:28][C@@H:26]([CH:22]2[CH2:25][CH2:24][CH2:23]2)[CH3:27])[N:3]=1, predict the reactants needed to synthesize it. The reactants are: [Cl:1][C:2]1[N:10]=[C:9]2[C:5]([N:6]([CH:11]([C@H:13]3[CH2:18][CH2:17][C@H:16]([CH3:19])[CH2:15][CH2:14]3)[CH3:12])[CH:7]=[N:8]2)=[C:4](Cl)[N:3]=1.Cl.[CH:22]1([C@H:26]([NH2:28])[CH3:27])[CH2:25][CH2:24][CH2:23]1.CCN(C(C)C)C(C)C. (9) Given the product [C:25]([C:28]1[CH:33]=[CH:32][C:31]([C:5]2[C:4]([C:3]([OH:2])=[O:24])=[CH:9][C:8]([C:10]3[S:11][CH:12]=[C:13]([C:15]4[CH:20]=[CH:19][C:18]([Cl:21])=[C:17]([Cl:22])[CH:16]=4)[N:14]=3)=[CH:7][CH:6]=2)=[CH:30][CH:29]=1)(=[O:27])[CH3:26], predict the reactants needed to synthesize it. The reactants are: C[O:2][C:3](=[O:24])[C:4]1[CH:9]=[C:8]([C:10]2[S:11][CH:12]=[C:13]([C:15]3[CH:20]=[CH:19][C:18]([Cl:21])=[C:17]([Cl:22])[CH:16]=3)[N:14]=2)[CH:7]=[CH:6][C:5]=1Br.[C:25]([C:28]1[CH:33]=[CH:32][C:31](B(O)O)=[CH:30][CH:29]=1)(=[O:27])[CH3:26]. (10) Given the product [Cl:1][C:2]1[CH:3]=[C:4]([C:10]2[CH:14]=[CH:13][N:12]([CH2:15][C@@H:16]([NH:18][C:19]([C:21]3[O:25][N:24]=[C:23]([C:26]4[N:27]=[CH:28][NH:29][CH:30]=4)[N:22]=3)=[O:20])[CH3:17])[N:11]=2)[CH:5]=[CH:6][C:7]=1[C:8]#[N:9], predict the reactants needed to synthesize it. The reactants are: [Cl:1][C:2]1[CH:3]=[C:4]([C:10]2[CH:14]=[CH:13][N:12]([CH2:15][C@@H:16]([NH:18][C:19]([C:21]3[O:25][N:24]=[C:23]([C:26]4[N:27]=[CH:28][N:29](C(C5C=CC=CC=5)(C5C=CC=CC=5)C5C=CC=CC=5)[CH:30]=4)[N:22]=3)=[O:20])[CH3:17])[N:11]=2)[CH:5]=[CH:6][C:7]=1[C:8]#[N:9].C1COCC1.O.